From a dataset of Full USPTO retrosynthesis dataset with 1.9M reactions from patents (1976-2016). Predict the reactants needed to synthesize the given product. (1) Given the product [CH2:24]([C:31]1[S:35][C:34]([C:36]2[CH:41]=[CH:40][N:39]=[C:38]([NH:1][CH2:2][CH2:3][N:4]3[C:8]([CH3:9])([CH3:10])[C:7](=[O:11])[NH:6][C:5]3=[O:12])[N:37]=2)=[CH:33][CH:32]=1)[C:25]1[CH:26]=[CH:27][CH:28]=[CH:29][CH:30]=1, predict the reactants needed to synthesize it. The reactants are: [NH2:1][CH2:2][CH2:3][N:4]1[C:8]([CH3:10])([CH3:9])[C:7](=[O:11])[NH:6][C:5]1=[O:12].CO.C(N(CC)C(C)C)(C)C.[CH2:24]([C:31]1[S:35][C:34]([C:36]2[CH:41]=[CH:40][N:39]=[C:38](Cl)[N:37]=2)=[CH:33][CH:32]=1)[C:25]1[CH:30]=[CH:29][CH:28]=[CH:27][CH:26]=1. (2) Given the product [F:20][C:21]1[CH:26]=[C:25]([N+:27]([O-:29])=[O:28])[C:24]([O:2][C:1]2[CH:8]=[CH:7][CH:6]=[CH:5][C:3]=2[OH:4])=[CH:23][C:22]=1[NH:31][C:32](=[O:34])[CH3:33], predict the reactants needed to synthesize it. The reactants are: [C:1]1([C:3](=[CH:5][CH:6]=[CH:7][CH:8]=1)[OH:4])[OH:2].C(=O)([O-])[O-].[K+].[K+].CN(C)C=O.[F:20][C:21]1[CH:26]=[C:25]([N+:27]([O-:29])=[O:28])[C:24](F)=[CH:23][C:22]=1[NH:31][C:32](=[O:34])[CH3:33]. (3) The reactants are: [CH3:1][O:2][C:3]1[C:4]([O:12][CH2:13][CH2:14][CH3:15])=[C:5]([CH2:9][NH:10][CH3:11])[CH:6]=[CH:7][CH:8]=1.[O:16]=[C:17]1[CH2:22][O:21][C:20]2[CH:23]=[C:24](/[CH:27]=[CH:28]/[C:29]([OH:31])=O)[CH:25]=[N:26][C:19]=2[NH:18]1.ON1C2C=CC=CC=2N=N1.C(N(C(C)C)CC)(C)C. Given the product [CH3:1][O:2][C:3]1[C:4]([O:12][CH2:13][CH2:14][CH3:15])=[C:5]([CH:6]=[CH:7][CH:8]=1)[CH2:9][N:10]([CH3:11])[C:29](=[O:31])/[CH:28]=[CH:27]/[C:24]1[CH:25]=[N:26][C:19]2[NH:18][C:17](=[O:16])[CH2:22][O:21][C:20]=2[CH:23]=1, predict the reactants needed to synthesize it. (4) Given the product [NH2:64][C:67]1([CH2:83][CH2:84][OH:85])[C:80]2[C:75](=[N:76][CH:77]=[C:78]([Br:81])[CH:79]=2)[O:74][C:73]2[C:68]1=[CH:69][C:70]([I:82])=[CH:71][CH:72]=2, predict the reactants needed to synthesize it. The reactants are: BrC1C=C2C(=O)C3C(=CC=C(I)C=3)OC2=NC=1.[Cl-].C(OC(=O)C[Zn+])(C)(C)C.BrC1C=C2C(CC(OC(C)(C)C)=O)(O)C3C(=CC=C(I)C=3)OC2=NC=1.N([Si](C)(C)C)=[N+]=[N-].B(F)(F)F.[N:64]([C:67]1([CH2:83][C:84](OC(C)(C)C)=[O:85])[C:80]2[C:75](=[N:76][CH:77]=[C:78]([Br:81])[CH:79]=2)[O:74][C:73]2[C:68]1=[CH:69][C:70]([I:82])=[CH:71][CH:72]=2)=[N+]=[N-].[H-].[H-].[H-].[H-].[Li+].[Al+3]. (5) Given the product [CH2:1]([C:3]1[CH:21]=[CH:20][C:6]([O:7][C:8]2[CH:9]=[CH:10][C:11]3[N:15]=[C:14]([CH2:16][O:17][C:23]4[CH:24]=[C:25]([CH:30]=[CH:31][CH:32]=4)[C:26]([O:28][CH3:29])=[O:27])[N:13]([CH3:18])[C:12]=3[CH:19]=2)=[CH:5][CH:4]=1)[CH3:2], predict the reactants needed to synthesize it. The reactants are: [CH2:1]([C:3]1[CH:21]=[CH:20][C:6]([O:7][C:8]2[CH:9]=[CH:10][C:11]3[N:15]=[C:14]([CH2:16][OH:17])[N:13]([CH3:18])[C:12]=3[CH:19]=2)=[CH:5][CH:4]=1)[CH3:2].O[C:23]1[CH:24]=[C:25]([CH:30]=[CH:31][CH:32]=1)[C:26]([O:28][CH3:29])=[O:27].C(P(CCCC)CCCC)CCC.N(C(N1CCCCC1)=O)=NC(N1CCCCC1)=O. (6) Given the product [O:6]=[C:1]1[CH2:5][CH2:4][CH:3]([CH:8]([C:7]([O:14][CH3:15])=[O:13])[C:9]([O:11][CH3:12])=[O:10])[CH2:2]1, predict the reactants needed to synthesize it. The reactants are: [C:1]1(=[O:6])[CH2:5][CH2:4][CH:3]=[CH:2]1.[C:7]([O:14][CH3:15])(=[O:13])[CH2:8][C:9]([O:11][CH3:12])=[O:10]. (7) Given the product [NH2:9][C:8]1[C:7]([O:12][CH3:13])=[N:6][C:5]([NH:14][CH2:15][CH2:16][C:17]([O:19][CH2:20][CH3:21])=[O:18])=[N:4][C:3]=1[O:2][CH3:1], predict the reactants needed to synthesize it. The reactants are: [CH3:1][O:2][C:3]1[C:8]([N+:9]([O-])=O)=[C:7]([O:12][CH3:13])[N:6]=[C:5]([NH:14][CH2:15][CH2:16][C:17]([O:19][CH2:20][CH3:21])=[O:18])[N:4]=1.C([O-])=O.[NH4+]. (8) Given the product [Cl:1][C:2]1[C:3]([O:24][CH3:25])=[C:4]([CH:8]([CH2:22][CH3:23])[CH2:9][C:10]([OH:14])([C:18]([F:21])([F:20])[F:19])[CH:11]=[O:15])[CH:5]=[CH:6][CH:7]=1, predict the reactants needed to synthesize it. The reactants are: [Cl:1][C:2]1[C:3]([O:24][CH3:25])=[C:4]([CH:8]([CH2:22][CH3:23])[CH2:9][C:10]2([C:18]([F:21])([F:20])[F:19])[O:14]C=N[CH:11]2[O:15]CC)[CH:5]=[CH:6][CH:7]=1.Cl. (9) Given the product [CH3:4][C:2]([O:5][C:6]([N:8]1[CH2:12][CH2:11][CH2:10][C@H:9]1[CH2:13][O:14][CH2:15][C:16]1[C:17]([C:30]2[CH:31]=[CH:32][CH:33]=[CH:34][CH:35]=2)=[N:18][C:19]2[C:24]([C:25]=1[C:26]([OH:28])=[O:27])=[CH:23][CH:22]=[CH:21][CH:20]=2)=[O:7])([CH3:1])[CH3:3], predict the reactants needed to synthesize it. The reactants are: [CH3:1][C:2]([O:5][C:6]([N:8]1[CH2:12][CH2:11][CH2:10][C@H:9]1[CH2:13][O:14][CH2:15][C:16]1[C:17]([C:30]2[CH:35]=[CH:34][CH:33]=[CH:32][CH:31]=2)=[N:18][C:19]2[C:24]([C:25]=1[C:26]([O:28]C)=[O:27])=[CH:23][CH:22]=[CH:21][CH:20]=2)=[O:7])([CH3:4])[CH3:3].[Li+].[OH-].